Dataset: Catalyst prediction with 721,799 reactions and 888 catalyst types from USPTO. Task: Predict which catalyst facilitates the given reaction. Reactant: [C:1]([NH:4][C:5]1[C:6]([C:11]2[CH:29]=[CH:28][C:14]([C:15]([NH:17][C:18]3[CH:23]=[CH:22][C:21]([C:24]([CH3:27])([CH3:26])[CH3:25])=[CH:20][CH:19]=3)=[O:16])=[CH:13][CH:12]=2)=[N:7][CH:8]=[CH:9][CH:10]=1)(=[O:3])[CH3:2].[Li]CCCC.[CH3:35][S:36](Cl)(=[O:38])=[O:37]. Product: [C:1]([N:4]([S:36]([CH3:35])(=[O:38])=[O:37])[C:5]1[C:6]([C:11]2[CH:29]=[CH:28][C:14]([C:15]([NH:17][C:18]3[CH:19]=[CH:20][C:21]([C:24]([CH3:25])([CH3:27])[CH3:26])=[CH:22][CH:23]=3)=[O:16])=[CH:13][CH:12]=2)=[N:7][CH:8]=[CH:9][CH:10]=1)(=[O:3])[CH3:2]. The catalyst class is: 7.